Task: Binary Classification. Given a drug SMILES string, predict its activity (active/inactive) in a high-throughput screening assay against a specified biological target.. Dataset: Kir2.1 potassium channel HTS with 301,493 compounds (1) The compound is Clc1c(OC)cc(S(=O)(=O)N(CCC)CCC)cc1. The result is 1 (active). (2) The molecule is O(c1c2[nH]c(cc2c(OC)cc1)C(O)=O)C. The result is 0 (inactive).